This data is from Catalyst prediction with 721,799 reactions and 888 catalyst types from USPTO. The task is: Predict which catalyst facilitates the given reaction. (1) Reactant: [CH2:1]([O:8][C:9]1[C:14]([C:15]2[CH:20]=[CH:19][C:18]([O:21][CH2:22][CH2:23][O:24][CH2:25][CH3:26])=[CH:17][CH:16]=2)=[CH:13][C:12]([C:27](OC)=[O:28])=[CH:11][CH:10]=1)[C:2]1[CH:7]=[CH:6][CH:5]=[CH:4][CH:3]=1.[H-].[Al+3].[Li+].[H-].[H-].[H-].O.O.O.O.O.O.O.O.O.O.S([O-])([O-])(=O)=O.[Na+].[Na+]. Product: [CH2:1]([O:8][C:9]1[C:14]([C:15]2[CH:16]=[CH:17][C:18]([O:21][CH2:22][CH2:23][O:24][CH2:25][CH3:26])=[CH:19][CH:20]=2)=[CH:13][C:12]([CH2:27][OH:28])=[CH:11][CH:10]=1)[C:2]1[CH:3]=[CH:4][CH:5]=[CH:6][CH:7]=1. The catalyst class is: 7. (2) Reactant: [CH:1]1[C:14]2[C:13](=[O:15])[C:12]3[C:7](=[CH:8][CH:9]=[C:10]([S:16](Cl)(=[O:18])=[O:17])[CH:11]=3)[C:6](=[O:20])[C:5]=2[CH:4]=[CH:3][C:2]=1[S:21](Cl)(=[O:23])=[O:22].[C:25]([CH:29]1[CH2:34][CH2:33][CH:32]([NH2:35])[CH2:31][CH2:30]1)([CH3:28])([CH3:27])[CH3:26].C([N:38]([CH2:41][CH3:42])CC)C. Product: [C:25]([CH:29]1[CH2:30][CH2:31][CH:32]([NH:35][S:21]([C:2]2[CH:3]=[CH:4][C:5]3[C:6](=[O:20])[C:7]4[C:12](=[CH:11][C:10]([S:16]([NH:38][CH:41]5[CH2:42][CH2:34][CH:29]([C:25]([CH3:28])([CH3:27])[CH3:26])[CH2:30][CH2:31]5)(=[O:18])=[O:17])=[CH:9][CH:8]=4)[C:13](=[O:15])[C:14]=3[CH:1]=2)(=[O:23])=[O:22])[CH2:33][CH2:34]1)([CH3:28])([CH3:26])[CH3:27]. The catalyst class is: 2. (3) Reactant: C(=O)([O-])[O-].[K+].[K+].[Cl:7][C:8]1[C:16]([Cl:17])=[C:15]2[C:11]([CH2:12][C:13]([CH:20]3[CH2:24][CH2:23][CH2:22][CH2:21]3)([CH3:19])[C:14]2=[O:18])=[CH:10][C:9]=1[OH:25].Br[CH2:27][CH2:28][CH2:29][O:30][C:31]1[CH:38]=[CH:37][C:34]([C:35]#[N:36])=[CH:33][CH:32]=1. Product: [Cl:7][C:8]1[C:16]([Cl:17])=[C:15]2[C:11]([CH2:12][C:13]([CH:20]3[CH2:24][CH2:23][CH2:22][CH2:21]3)([CH3:19])[C:14]2=[O:18])=[CH:10][C:9]=1[O:25][CH2:27][CH2:28][CH2:29][O:30][C:31]1[CH:38]=[CH:37][C:34]([C:35]#[N:36])=[CH:33][CH:32]=1. The catalyst class is: 21.